Task: Predict the product of the given reaction.. Dataset: Forward reaction prediction with 1.9M reactions from USPTO patents (1976-2016) Given the reactants [CH3:1][C:2]1[N:3]=[C:4]2[S:23][CH:22]=[CH:21][N:5]2[C:6](=[O:20])[C:7]=1[C:8]1[CH:13]=[CH:12][C:11]([O:14][CH2:15][C:16]([F:19])([F:18])[F:17])=[CH:10][CH:9]=1.[CH:24]1([CH2:27][O:28][C:29]2[C:36]([O:37][CH3:38])=[CH:35][CH:34]=[CH:33][C:30]=2[CH:31]=O)[CH2:26][CH2:25]1.[O-]CC.[Na+], predict the reaction product. The product is: [CH:24]1([CH2:27][O:28][C:29]2[C:36]([O:37][CH3:38])=[CH:35][CH:34]=[CH:33][C:30]=2/[CH:31]=[CH:1]/[C:2]2[N:3]=[C:4]3[S:23][CH:22]=[CH:21][N:5]3[C:6](=[O:20])[C:7]=2[C:8]2[CH:13]=[CH:12][C:11]([O:14][CH2:15][C:16]([F:18])([F:19])[F:17])=[CH:10][CH:9]=2)[CH2:25][CH2:26]1.